From a dataset of Catalyst prediction with 721,799 reactions and 888 catalyst types from USPTO. Predict which catalyst facilitates the given reaction. (1) Reactant: [CH:1]([C:3]1[C:12](=[O:13])[C:11]2[C:6](=[CH:7][CH:8]=[CH:9][CH:10]=2)[O:5][CH:4]=1)=O.[CH2:14]([O:16][C:17]([C:19]#[C:20][C:21]([O:23][CH2:24][CH3:25])=[O:22])=[O:18])[CH3:15].C1(P(C2C=CC=CC=2)C2C=CC=CC=2)C=CC=CC=1.[NH2:45][CH2:46][CH2:47][C:48]1[C:56]2[C:51](=[CH:52][CH:53]=[CH:54][CH:55]=2)[NH:50][CH:49]=1. Product: [CH2:24]([O:23][C:21]([C:20]1[C:19]2([C:17]([O:16][CH2:14][CH3:15])=[O:18])[N:45]([CH2:46][CH2:47][C:48]3[C:56]4[C:51](=[CH:52][CH:53]=[CH:54][CH:55]=4)[NH:50][C:49]=32)[CH:4]=[C:3]([C:12](=[O:13])[C:11]2[CH:10]=[CH:9][CH:8]=[CH:7][C:6]=2[OH:5])[CH:1]=1)=[O:22])[CH3:25]. The catalyst class is: 11. (2) Reactant: Cl.[N:2]1[CH:3]=[CH:4][N:5]2[C:10]=1[C:9]([OH:11])=[CH:8][CH:7]=[N:6]2.C(N(CC)CC)C.[C:19]1([CH3:29])[CH:24]=[CH:23][C:22]([S:25](Cl)(=[O:27])=[O:26])=[CH:21][CH:20]=1. Product: [N:2]1[CH:3]=[CH:4][N:5]2[C:10]=1[C:9]([O:11][S:25]([C:22]1[CH:23]=[CH:24][C:19]([CH3:29])=[CH:20][CH:21]=1)(=[O:27])=[O:26])=[CH:8][CH:7]=[N:6]2. The catalyst class is: 2. (3) Reactant: [C:1]1([C:7]#[C:8][C:9]2[N:13]3[CH:14]=[CH:15][CH:16]=[CH:17][C:12]3=[N:11][C:10]=2[CH2:18][OH:19])[CH:6]=[CH:5][CH:4]=[CH:3][CH:2]=1.C(=O)([O-])[O-].[Cs+].[Cs+].[N:26]1([C:32](Cl)=[O:33])[CH2:31][CH2:30][O:29][CH2:28][CH2:27]1.[Na+].[Cl-]. Product: [C:1]1([C:7]#[C:8][C:9]2[N:13]3[CH:14]=[CH:15][CH:16]=[CH:17][C:12]3=[N:11][C:10]=2[CH2:18][O:19][C:32]([N:26]2[CH2:31][CH2:30][O:29][CH2:28][CH2:27]2)=[O:33])[CH:2]=[CH:3][CH:4]=[CH:5][CH:6]=1. The catalyst class is: 7. (4) Reactant: [F:1][C:2]1[CH:7]=[C:6]([F:8])[CH:5]=[CH:4][C:3]=1[NH:9][C:10]1[N:18]=[CH:17][CH:16]=[CH:15][C:11]=1[C:12]([OH:14])=O.[CH3:19][C:20]([NH2:24])([C:22]#[CH:23])[CH3:21].C1C=CC2N(O)N=NC=2C=1.CCN=C=NCCCN(C)C.CCN(C(C)C)C(C)C. Product: [F:1][C:2]1[CH:7]=[C:6]([F:8])[CH:5]=[CH:4][C:3]=1[NH:9][C:10]1[N:18]=[CH:17][CH:16]=[CH:15][C:11]=1[C:12]([NH:24][C:20]([CH3:21])([C:22]#[CH:23])[CH3:19])=[O:14]. The catalyst class is: 2. (5) The catalyst class is: 111. Reactant: C1(C)C=CC=CC=1.CSC.B.[Br:12][CH2:13][CH2:14][CH:15]=[C:16]1[C:22]2[CH:23]=[CH:24][CH:25]=[CH:26][C:21]=2[CH2:20][C:19](=[O:27])[C:18]2[CH:28]=[CH:29][CH:30]=[CH:31][C:17]1=2.C(=O)(O)[O-].[Na+]. Product: [Br:12][CH2:13][CH2:14][CH:15]=[C:16]1[C:22]2[CH:23]=[CH:24][CH:25]=[CH:26][C:21]=2[CH2:20][C@@H:19]([OH:27])[C:18]2[CH:28]=[CH:29][CH:30]=[CH:31][C:17]1=2. (6) Reactant: [Cl:1][C:2]1[CH:3]=[C:4]([CH:7]=[CH:8][C:9]=1[OH:10])[CH:5]=[O:6].[C:11]([O-])([O-])=O.[K+].[K+].CI. Product: [Cl:1][C:2]1[CH:3]=[C:4]([CH:7]=[CH:8][C:9]=1[O:10][CH3:11])[CH:5]=[O:6]. The catalyst class is: 3. (7) Reactant: [Cl:1][CH2:2][C:3]1[S:7][C:6]([C:8]2[C:16]3[C:11](=[C:12]([O:17][CH3:18])[CH:13]=[CH:14][CH:15]=3)[N:10]([CH2:19][CH:20]3[CH2:25][CH2:24][CH2:23][CH2:22][CH2:21]3)[CH:9]=2)=[N:5][N:4]=1.[NH:26]1[CH2:30][CH2:29][CH2:28][CH2:27]1. Product: [ClH:1].[CH:20]1([CH2:19][N:10]2[C:11]3[C:16](=[CH:15][CH:14]=[CH:13][C:12]=3[O:17][CH3:18])[C:8]([C:6]3[S:7][C:3]([CH2:2][N:26]4[CH2:30][CH2:29][CH2:28][CH2:27]4)=[N:4][N:5]=3)=[CH:9]2)[CH2:25][CH2:24][CH2:23][CH2:22][CH2:21]1. The catalyst class is: 7. (8) Reactant: [CH3:1][O:2][C:3]([C:5]1[S:27][C:8]2=[C:9](Cl)[N:10]=[CH:11][C:12]([NH:13][C:14]3[CH:19]=[CH:18][C:17]([C:20]4[CH:25]=[CH:24][CH:23]=[CH:22][CH:21]=4)=[CH:16][CH:15]=3)=[C:7]2[CH:6]=1)=[O:4].C(=[NH:41])(C1C=CC=CC=1)C1C=CC=CC=1.CC1(C)C2C=CC=C(P(C3C=CC=CC=3)C3C=CC=CC=3)C=2OC2C1=CC=CC=2P(C1C=CC=CC=1)C1C=CC=CC=1.C(=O)([O-])[O-].[Cs+].[Cs+]. Product: [CH3:1][O:2][C:3]([C:5]1[S:27][C:8]2=[C:9]([NH2:41])[N:10]=[CH:11][C:12]([NH:13][C:14]3[CH:19]=[CH:18][C:17]([C:20]4[CH:25]=[CH:24][CH:23]=[CH:22][CH:21]=4)=[CH:16][CH:15]=3)=[C:7]2[CH:6]=1)=[O:4]. The catalyst class is: 62.